This data is from Forward reaction prediction with 1.9M reactions from USPTO patents (1976-2016). The task is: Predict the product of the given reaction. (1) Given the reactants CC(OI1(OC(C)=O)(OC(C)=O)OC(=O)C2C=CC=CC1=2)=O.[OH:23][CH2:24][CH2:25][CH2:26][CH2:27][CH2:28][CH2:29][CH2:30][CH2:31][NH:32][C:33]([C:35]1[CH:36]=[C:37]([S:41]([C:44]2[CH:45]=[C:46]3[C:51](=[C:52]([CH3:54])[CH:53]=2)[N:50]=[CH:49][C:48]([C:55]([NH2:57])=[O:56])=[C:47]3[NH:58][C:59]2[CH:64]=[CH:63][CH:62]=[C:61]([O:65][CH3:66])[CH:60]=2)(=[O:43])=[O:42])[CH:38]=[CH:39][CH:40]=1)=[O:34].C([O-])(O)=O.[Na+], predict the reaction product. The product is: [CH3:66][O:65][C:61]1[CH:60]=[C:59]([NH:58][C:47]2[C:46]3[C:51](=[C:52]([CH3:54])[CH:53]=[C:44]([S:41]([C:37]4[CH:38]=[CH:39][CH:40]=[C:35]([C:33](=[O:34])[NH:32][CH2:31][CH2:30][CH2:29][CH2:28][CH2:27][CH2:26][CH2:25][CH:24]=[O:23])[CH:36]=4)(=[O:43])=[O:42])[CH:45]=3)[N:50]=[CH:49][C:48]=2[C:55]([NH2:57])=[O:56])[CH:64]=[CH:63][CH:62]=1. (2) Given the reactants [C:1](O)(=O)[C:2]1C=CC=C[CH:3]=1.[Cl:10][C:11]1[CH:19]=[CH:18][C:17]([S:20]([OH:22])=[O:21])=[CH:16][C:12]=1[C:13]([OH:15])=[O:14].BrCC1CC1.II, predict the reaction product. The product is: [Cl:10][C:11]1[CH:19]=[CH:18][C:17]([S:20]([CH:2]([CH3:3])[CH3:1])(=[O:22])=[O:21])=[CH:16][C:12]=1[C:13]([OH:15])=[O:14]. (3) Given the reactants Cl.[N:2]1[CH:7]=[CH:6][CH:5]=[C:4]([C:8](=[NH:10])[NH2:9])[CH:3]=1.[Cl:11][C:12]([SH:15])(Cl)Cl.[OH-].[Na+], predict the reaction product. The product is: [Cl:11][C:12]1[S:15][N:9]=[C:8]([C:4]2[CH:3]=[N:2][CH:7]=[CH:6][CH:5]=2)[N:10]=1. (4) Given the reactants [CH3:1][O:2][C:3]1[CH:4]=[C:5]([CH:8]=[CH:9][C:10]=1[O:11][CH2:12][O:13][CH3:14])[CH2:6][NH2:7].[C:15](Cl)(Cl)=[S:16].C(N(CC)CC)C, predict the reaction product. The product is: [N:7]([CH2:6][C:5]1[CH:8]=[CH:9][C:10]([O:11][CH2:12][O:13][CH3:14])=[C:3]([O:2][CH3:1])[CH:4]=1)=[C:15]=[S:16]. (5) Given the reactants [N:1]1[CH:6]=[CH:5][CH:4]=[CH:3][C:2]=1[CH3:7].[Li]CCCC.[F:13][C:14]([F:42])([F:41])[O:15][C:16]1[CH:17]=[C:18]([C:22]([C:30]2[CH:35]=[CH:34][CH:33]=[C:32]([O:36][C:37]([F:40])([F:39])[F:38])[CH:31]=2)=[N:23][S@@:24]([C:26]([CH3:29])([CH3:28])[CH3:27])=[O:25])[CH:19]=[CH:20][CH:21]=1, predict the reaction product. The product is: [CH3:29][C:26]([S:24]([NH:23][C:22]([C:30]1[CH:35]=[CH:34][CH:33]=[C:32]([O:36][C:37]([F:40])([F:38])[F:39])[CH:31]=1)([C:18]1[CH:19]=[CH:20][CH:21]=[C:16]([O:15][C:14]([F:13])([F:42])[F:41])[CH:17]=1)[CH2:7][C:2]1[CH:3]=[CH:4][CH:5]=[CH:6][N:1]=1)=[O:25])([CH3:27])[CH3:28]. (6) Given the reactants [NH:1]([C:3]1[CH:8]=[C:7]([C:9]#[N:10])[CH:6]=[CH:5][N:4]=1)[NH2:2].O=[C:12]([CH2:18][O:19][C:20]1[CH:25]=[CH:24][CH:23]=[CH:22][CH:21]=1)[CH2:13][C:14](OC)=[O:15], predict the reaction product. The product is: [OH:15][C:14]1[N:1]([C:3]2[CH:8]=[C:7]([C:9]#[N:10])[CH:6]=[CH:5][N:4]=2)[N:2]=[C:12]([CH2:18][O:19][C:20]2[CH:25]=[CH:24][CH:23]=[CH:22][CH:21]=2)[CH:13]=1. (7) Given the reactants [Cl:1][C:2]1[CH:7]=[CH:6][C:5](B2OC(C)(C)C(C)(C)O2)=[CH:4][C:3]=1[NH:17][S:18]([C:21]1[CH:26]=[CH:25][CH:24]=[CH:23][CH:22]=1)(=[O:20])=[O:19].Br[C:28]1[C:29]([CH3:35])=[N:30][C:31]([NH2:34])=[N:32][CH:33]=1.C(Cl)Cl, predict the reaction product. The product is: [NH2:34][C:31]1[N:30]=[C:29]([CH3:35])[C:28]([C:5]2[CH:6]=[CH:7][C:2]([Cl:1])=[C:3]([NH:17][S:18]([C:21]3[CH:22]=[CH:23][CH:24]=[CH:25][CH:26]=3)(=[O:19])=[O:20])[CH:4]=2)=[CH:33][N:32]=1. (8) Given the reactants C(ON1C2N=CN=C(C)C=2C(NCC2C=CC([N:28](S(C3C=CC=CC=3)(=O)=O)[S:29]([C:32]3[CH:37]=[CH:36][CH:35]=[CH:34][CH:33]=3)(=[O:31])=[O:30])=CC=2)=C(C(OCC)=O)C1=O)C1C=CC=CC=1.CO.[OH-].[Na+].C(=O)(O)[O-].[Na+], predict the reaction product. The product is: [C:32]1([S:29]([NH2:28])(=[O:31])=[O:30])[CH:37]=[CH:36][CH:35]=[CH:34][CH:33]=1. (9) Given the reactants [CH2:1]([N:8]1[CH2:13][CH2:12][C:11]([C:22]2[CH:31]=[CH:30][C:25]([C:26](NC)=O)=[CH:24][CH:23]=2)([C:14]2[CH:19]=[CH:18][CH:17]=[C:16]([O:20][CH3:21])[CH:15]=2)[CH2:10][CH2:9]1)[C:2]1[CH:7]=[CH:6][CH:5]=[CH:4][CH:3]=1.N1C=CC=CC=1.S(OS(C(F)(F)F)(=O)=O)(C(F)(F)F)(=O)=O.[NH2:53][C:54]([CH3:58])([CH3:57])[CH2:55][OH:56], predict the reaction product. The product is: [CH2:1]([N:8]1[CH2:9][CH2:10][C:11]([C:22]2[CH:23]=[CH:24][C:25]([C:26]3[O:56][CH2:55][C:54]([CH3:58])([CH3:57])[N:53]=3)=[CH:30][CH:31]=2)([C:14]2[CH:19]=[CH:18][CH:17]=[C:16]([O:20][CH3:21])[CH:15]=2)[CH2:12][CH2:13]1)[C:2]1[CH:3]=[CH:4][CH:5]=[CH:6][CH:7]=1. (10) Given the reactants [F:1][CH:2]1[C:6](=O)[N:5]([C@@H:8]([C:10]2[CH:15]=[CH:14][CH:13]=[CH:12][CH:11]=2)[CH3:9])[CH2:4][C@@:3]1([CH3:23])[C:16]([O:18][C:19]([CH3:22])([CH3:21])[CH3:20])=[O:17].B, predict the reaction product. The product is: [F:1][CH:2]1[CH2:6][N:5]([C@@H:8]([C:10]2[CH:11]=[CH:12][CH:13]=[CH:14][CH:15]=2)[CH3:9])[CH2:4][C@@:3]1([CH3:23])[C:16]([O:18][C:19]([CH3:22])([CH3:21])[CH3:20])=[O:17].